This data is from Forward reaction prediction with 1.9M reactions from USPTO patents (1976-2016). The task is: Predict the product of the given reaction. (1) Given the reactants CN(C)C1C=CC=CC=1.[N+:10]([C:13]1[CH:14]=[CH:15][CH:16]=[C:17]2[C:22]=1[N:21]=[CH:20][NH:19][C:18]2=O)([O-:12])=[O:11].O=P(Cl)(Cl)[Cl:26], predict the reaction product. The product is: [Cl:26][C:18]1[C:17]2[C:22](=[C:13]([N+:10]([O-:12])=[O:11])[CH:14]=[CH:15][CH:16]=2)[N:21]=[CH:20][N:19]=1. (2) Given the reactants C[CH2:2][C:3]([OH:5])=S.C(Cl)(=O)C(Cl)=O.[F:12][C:13]1[CH:18]=[CH:17][C:16]([C:19]2[N:20]=[C:21]3[CH:26]=[CH:25][CH:24]=[N:23][N:22]3[C:27]=2[C:28]2[CH:33]=[CH:32][N:31]=[C:30]([NH2:34])[CH:29]=2)=[CH:15][C:14]=1[CH3:35].C(N(CC)CC)C.CC[C:45](Cl)=[S:46].C(=O)([O-])O.[Na+], predict the reaction product. The product is: [F:12][C:13]1[CH:18]=[CH:17][C:16]([C:19]2[N:20]=[C:21]3[CH:26]=[CH:25][CH:24]=[N:23][N:22]3[C:27]=2[C:28]2[CH:33]=[CH:32][N:31]=[C:30]([NH:34][C:3](=[O:5])[CH2:2][S:46][CH3:45])[CH:29]=2)=[CH:15][C:14]=1[CH3:35]. (3) Given the reactants [Cl:1][C:2]1[CH:7]=[CH:6][C:5]([CH:8]([C:33]2[CH:38]=[CH:37][C:36]([Cl:39])=[CH:35][CH:34]=2)[C:9]2[CH:10]=[C:11]3[C:16](=[CH:17][CH:18]=2)[N:15]=[CH:14][N:13]=[C:12]3[NH:19][CH:20]2[CH2:25][CH2:24][N:23](C(OC(C)(C)C)=O)[CH2:22][CH2:21]2)=[CH:4][CH:3]=1.C(O)(C(F)(F)F)=O, predict the reaction product. The product is: [Cl:1][C:2]1[CH:7]=[CH:6][C:5]([CH:8]([C:33]2[CH:34]=[CH:35][C:36]([Cl:39])=[CH:37][CH:38]=2)[C:9]2[CH:10]=[C:11]3[C:16](=[CH:17][CH:18]=2)[N:15]=[CH:14][N:13]=[C:12]3[NH:19][CH:20]2[CH2:21][CH2:22][NH:23][CH2:24][CH2:25]2)=[CH:4][CH:3]=1. (4) Given the reactants [Br:1][C:2]1[CH:3]=[CH:4][C:5]([O:19][CH3:20])=[C:6]([C:8]([CH3:18])([CH3:17])[CH2:9][C:10]2([C:13]([F:16])([F:15])[F:14])[CH2:12][O:11]2)[CH:7]=1.[OH:21][C:22]1[C:31]2[C:26](=[CH:27][CH:28]=[CH:29][CH:30]=2)[N:25]=[CH:24][CH:23]=1.[O-]CC.[Na+], predict the reaction product. The product is: [Br:1][C:2]1[CH:3]=[CH:4][C:5]([O:19][CH3:20])=[C:6]([C:8]([CH3:18])([CH3:17])[CH2:9][C:10]([OH:11])([C:13]([F:16])([F:15])[F:14])[CH2:12][N:25]2[C:26]3[C:31](=[CH:30][CH:29]=[CH:28][CH:27]=3)[C:22](=[O:21])[CH:23]=[CH:24]2)[CH:7]=1. (5) The product is: [Cl:4][C:5]1[CH:15]=[CH:14][C:13]([C:16]2[CH:17]=[CH:18][NH:19][N:2]=2)=[CH:12][C:6]=1[C:7]([O:9][CH2:10][CH3:11])=[O:8]. Given the reactants O.[NH2:2]N.[Cl:4][C:5]1[CH:15]=[CH:14][C:13]([C:16](=O)[CH:17]=[CH:18][N:19](C)C)=[CH:12][C:6]=1[C:7]([O:9][CH2:10][CH3:11])=[O:8], predict the reaction product. (6) Given the reactants [CH2:1]([O:8][C:9]1[CH:36]=[CH:35][CH:34]=[CH:33][C:10]=1[O:11][C:12]1[CH:18]=[C:17]([N:19]2[C:24](=[O:25])[CH:23]=[C:22]([C:26]([F:29])([F:28])[F:27])[N:21]([CH3:30])[C:20]2=[O:31])[C:16]([F:32])=[CH:15][C:13]=1N)[C:2]1[CH:7]=[CH:6][CH:5]=[CH:4][CH:3]=1.N(OCCC(C)C)=O.[ClH:45], predict the reaction product. The product is: [Cl:45][C:13]1[CH:15]=[C:16]([F:32])[C:17]([N:19]2[C:24](=[O:25])[CH:23]=[C:22]([C:26]([F:29])([F:28])[F:27])[N:21]([CH3:30])[C:20]2=[O:31])=[CH:18][C:12]=1[O:11][C:10]1[CH:33]=[CH:34][CH:35]=[CH:36][C:9]=1[O:8][CH2:1][C:2]1[CH:7]=[CH:6][CH:5]=[CH:4][CH:3]=1. (7) Given the reactants CC(OC(/N=N/C(OC(C)C)=O)=O)C.[Cl:15][C:16]1[CH:21]=[C:20]([C:22]2[CH:27]=[N:26][CH:25]=[C:24]([CH3:28])[N:23]=2)[CH:19]=[CH:18][C:17]=1[C:29]1[C:40](=[O:41])[NH:39][C:32]2[N:33]=[C:34]([S:37][CH3:38])[N:35]=[CH:36][C:31]=2[CH:30]=1.C1C=CC(P(C2C=CC=CC=2)C2C=CC=CC=2)=CC=1.[CH3:61][C:62]1([CH3:70])[O:66][C@@H:65]([CH2:67][CH2:68]O)[CH2:64][O:63]1, predict the reaction product. The product is: [Cl:15][C:16]1[CH:21]=[C:20]([C:22]2[CH:27]=[N:26][CH:25]=[C:24]([CH3:28])[N:23]=2)[CH:19]=[CH:18][C:17]=1[C:29]1[C:40](=[O:41])[N:39]([CH2:68][CH2:67][C@H:65]2[CH2:64][O:63][C:62]([CH3:70])([CH3:61])[O:66]2)[C:32]2[N:33]=[C:34]([S:37][CH3:38])[N:35]=[CH:36][C:31]=2[CH:30]=1. (8) Given the reactants [F:1][C:2]1[CH:3]=[C:4]([C:8]2([CH2:28][CH2:29][N:30]3[C@H:35]4[CH2:36][CH2:37][C@@H:31]3[CH2:32][CH:33]([N:38]3[C:42]5[CH:43]=[CH:44][CH:45]=[CH:46][C:41]=5[N:40]=[C:39]3[CH3:47])[CH2:34]4)[CH2:13][CH2:12][N:11]([C:14]([C@@H:16]3[CH2:20][CH2:19][CH2:18][N:17]3C(OC(C)(C)C)=O)=[O:15])[CH2:10][CH2:9]2)[CH:5]=[CH:6][CH:7]=1.Cl, predict the reaction product. The product is: [F:1][C:2]1[CH:3]=[C:4]([C:8]2([CH2:28][CH2:29][N:30]3[C@H:35]4[CH2:36][CH2:37][C@@H:31]3[CH2:32][CH:33]([N:38]3[C:42]5[CH:43]=[CH:44][CH:45]=[CH:46][C:41]=5[N:40]=[C:39]3[CH3:47])[CH2:34]4)[CH2:13][CH2:12][N:11]([C:14](=[O:15])[C@@H:16]3[CH2:20][CH2:19][CH2:18][NH:17]3)[CH2:10][CH2:9]2)[CH:5]=[CH:6][CH:7]=1. (9) Given the reactants [I:1]I.N1C=CN=C1.C1(P(C2C=CC=CC=2)C2C=CC=CC=2)C=CC=CC=1.[CH3:27][O:28][C:29]1[N:34]=[C:33]([CH2:35]O)[CH:32]=[CH:31][CH:30]=1, predict the reaction product. The product is: [I:1][CH2:35][C:33]1[CH:32]=[CH:31][CH:30]=[C:29]([O:28][CH3:27])[N:34]=1. (10) Given the reactants [F:1][C:2]1[CH:7]=[CH:6][C:5]([N:8]2[C:16]3[C:11](=[CH:12][C:13]([O:17][C@H:18]([C:22]4[CH:27]=[CH:26][CH:25]=[C:24]([O:28][CH3:29])[CH:23]=4)[C@@H:19]([NH2:21])[CH3:20])=[CH:14][CH:15]=3)[CH:10]=[N:9]2)=[CH:4][CH:3]=1.[O:30]1[CH:34]=[CH:33][CH:32]=[C:31]1[C:35](O)=[O:36], predict the reaction product. The product is: [F:1][C:2]1[CH:3]=[CH:4][C:5]([N:8]2[C:16]3[C:11](=[CH:12][C:13]([O:17][C@H:18]([C:22]4[CH:27]=[CH:26][CH:25]=[C:24]([O:28][CH3:29])[CH:23]=4)[C@@H:19]([NH:21][C:35]([C:31]4[O:30][CH:34]=[CH:33][CH:32]=4)=[O:36])[CH3:20])=[CH:14][CH:15]=3)[CH:10]=[N:9]2)=[CH:6][CH:7]=1.